This data is from Reaction yield outcomes from USPTO patents with 853,638 reactions. The task is: Predict the reaction yield, written as a fraction of the theoretical maximum amount of product (1.0 means a 100% yield; for example, 0.34 means a 34% yield). (1) The reactants are [CH3:1][N:2]1[CH:6]=[C:5]([CH:7]=O)[CH:4]=[N:3]1.[NH:9]1[CH:13]=[CH:12][CH:11]=[CH:10]1. The catalyst is C(O)(=O)CC. The product is [CH3:1][N:2]1[CH:6]=[C:5]([C:7]2[C:13]3[NH:9][C:10]([C:7]([C:5]4[CH:4]=[N:3][N:2]([CH3:1])[CH:6]=4)=[C:10]4[N:9]=[C:13]([C:7]([C:5]5[CH:4]=[N:3][N:2]([CH3:1])[CH:6]=5)=[C:10]5[NH:9][C:13](=[C:7]([C:5]6[CH:4]=[N:3][N:2]([CH3:1])[CH:6]=6)[C:10]6[CH:11]=[CH:12][C:13]=2[N:9]=6)[CH:12]=[CH:11]5)[CH:12]=[CH:11]4)=[CH:11][CH:12]=3)[CH:4]=[N:3]1. The yield is 0.175. (2) The reactants are [N:1]([CH2:4][C@@H:5]([C:14]1[CH:23]=[CH:22][C:21]([O:24]CC2C=CC=CC=2)=[C:20]2[C:15]=1[CH:16]=[CH:17][C:18](=[O:32])[NH:19]2)[O:6][Si:7]([C:10]([CH3:13])([CH3:12])[CH3:11])([CH3:9])[CH3:8])=[N+]=[N-].CC1CC=CCC=1. The catalyst is [Pd].C(O)C. The product is [NH2:1][CH2:4][C@@H:5]([C:14]1[CH:23]=[CH:22][C:21]([OH:24])=[C:20]2[C:15]=1[CH:16]=[CH:17][C:18](=[O:32])[NH:19]2)[O:6][Si:7]([C:10]([CH3:13])([CH3:12])[CH3:11])([CH3:9])[CH3:8]. The yield is 0.900. (3) The reactants are [CH3:1][C:2]([CH3:34])([CH2:32][CH3:33])[C:3](=[O:31])[C:4]([N:6]1[CH2:10][CH2:9][CH2:8][CH:7]1[C:11](=[O:30])[CH2:12][CH2:13][CH:14]=[CH:15][C:16]1[CH:21]=[CH:20][C:19]([O:22]CC2C=CC=CC=2)=[CH:18][CH:17]=1)=[O:5]. The catalyst is C(OCC)(=O)C.[Pd]. The product is [OH:22][C:19]1[CH:18]=[CH:17][C:16]([CH2:15][CH2:14][CH2:13][CH2:12][C:11]([CH:7]2[CH2:8][CH2:9][CH2:10][N:6]2[C:4](=[O:5])[C:3](=[O:31])[C:2]([CH3:1])([CH3:34])[CH2:32][CH3:33])=[O:30])=[CH:21][CH:20]=1. The yield is 0.610. (4) The reactants are [CH3:1][S:2]([N:5]1[CH2:10][CH2:9][NH:8][CH2:7][CH2:6]1)(=[O:4])=[O:3].CN(C(ON1N=NC2C=CC=NC1=2)=[N+](C)C)C.F[P-](F)(F)(F)(F)F.CCN(C(C)C)C(C)C.[C:44]([NH:52][C@@H:53]([CH2:57][CH2:58][CH2:59][C:60]([O:62]C)=[O:61])[C:54](O)=[O:55])(=[O:51])[C:45]1[CH:50]=[CH:49][CH:48]=[CH:47][CH:46]=1.[Li+].[OH-]. The catalyst is CO.O. The product is [C:44]([NH:52][C@H:53]([C:54]([N:8]1[CH2:9][CH2:10][N:5]([S:2]([CH3:1])(=[O:4])=[O:3])[CH2:6][CH2:7]1)=[O:55])[CH2:57][CH2:58][CH2:59][C:60]([OH:62])=[O:61])(=[O:51])[C:45]1[CH:46]=[CH:47][CH:48]=[CH:49][CH:50]=1. The yield is 0.720.